Dataset: Peptide-MHC class II binding affinity with 134,281 pairs from IEDB. Task: Regression. Given a peptide amino acid sequence and an MHC pseudo amino acid sequence, predict their binding affinity value. This is MHC class II binding data. (1) The peptide sequence is QHRDVLQLYAPEAFNYMDKF. The MHC is DRB1_1301 with pseudo-sequence DRB1_1301. The binding affinity (normalized) is 0.484. (2) The peptide sequence is MKEGRYEVRAELPGV. The MHC is DRB3_0101 with pseudo-sequence DRB3_0101. The binding affinity (normalized) is 0.168. (3) The peptide sequence is KIVSLIKNLLVALKD. The MHC is HLA-DQA10501-DQB10301 with pseudo-sequence HLA-DQA10501-DQB10301. The binding affinity (normalized) is 0.327. (4) The peptide sequence is KIPKKASEGAVDIIN. The MHC is DRB3_0202 with pseudo-sequence DRB3_0202. The binding affinity (normalized) is 0.128. (5) The peptide sequence is VSKGAPCRIPVIVAD. The MHC is HLA-DQA10501-DQB10402 with pseudo-sequence HLA-DQA10501-DQB10402. The binding affinity (normalized) is 0.415. (6) The peptide sequence is LPPIVAKEIVASCDKC. The MHC is HLA-DPA10103-DPB10401 with pseudo-sequence HLA-DPA10103-DPB10401. The binding affinity (normalized) is 0.0881. (7) The peptide sequence is AVFEYTIDCDGSILG. The MHC is HLA-DQA10501-DQB10402 with pseudo-sequence HLA-DQA10501-DQB10402. The binding affinity (normalized) is 0.310.